Dataset: Reaction yield outcomes from USPTO patents with 853,638 reactions. Task: Predict the reaction yield, written as a fraction of the theoretical maximum amount of product (1.0 means a 100% yield; for example, 0.34 means a 34% yield). (1) The reactants are Br[C:2]1[C:11]2[NH:10][C:9]3[CH:12]=[N:13][N:14]([CH3:15])[C:8]=3[C:7](=[O:16])[C:6]=2[CH:5]=[CH:4][CH:3]=1.C([Sn](CCCC)(CCCC)[C:22]1[CH:27]=[CH:26][CH:25]=[CH:24][CH:23]=1)CCC.[Cl-].[Li+]. The catalyst is O1CCOCC1.C1C=CC([P]([Pd]([P](C2C=CC=CC=2)(C2C=CC=CC=2)C2C=CC=CC=2)([P](C2C=CC=CC=2)(C2C=CC=CC=2)C2C=CC=CC=2)[P](C2C=CC=CC=2)(C2C=CC=CC=2)C2C=CC=CC=2)(C2C=CC=CC=2)C2C=CC=CC=2)=CC=1. The product is [CH3:15][N:14]1[C:8]2[C:7](=[O:16])[C:6]3[CH:5]=[CH:4][CH:3]=[C:2]([C:22]4[CH:27]=[CH:26][CH:25]=[CH:24][CH:23]=4)[C:11]=3[NH:10][C:9]=2[CH:12]=[N:13]1. The yield is 0.330. (2) The reactants are Cl.[CH3:2][C:3]1[C:7]([CH2:8][N:9]2[CH:13]=[C:12]([NH2:14])[CH:11]=[N:10]2)=[C:6]([CH3:15])[O:5][N:4]=1.[N:16]([CH:19]([CH2:25][CH:26]([CH3:28])[CH3:27])[C:20](OCC)=[O:21])=[C:17]=[O:18]. No catalyst specified. The product is [CH3:2][C:3]1[C:7]([CH2:8][N:9]2[CH:13]=[C:12]([N:14]3[C:20](=[O:21])[CH:19]([CH2:25][CH:26]([CH3:28])[CH3:27])[NH:16][C:17]3=[O:18])[CH:11]=[N:10]2)=[C:6]([CH3:15])[O:5][N:4]=1. The yield is 0.500.